Dataset: Full USPTO retrosynthesis dataset with 1.9M reactions from patents (1976-2016). Task: Predict the reactants needed to synthesize the given product. Given the product [CH2:19]([N:12]([CH:13]1[CH2:18][CH2:17][O:16][CH2:15][CH2:14]1)[C:4]1[S:3][C:2]([N:25]2[CH2:26][CH2:27][N:22]([CH3:21])[CH2:23][CH2:24]2)=[C:6]([C:7]([O:9][CH3:10])=[O:8])[C:5]=1[CH3:11])[CH3:20], predict the reactants needed to synthesize it. The reactants are: Br[C:2]1[S:3][C:4]([N:12]([CH2:19][CH3:20])[CH:13]2[CH2:18][CH2:17][O:16][CH2:15][CH2:14]2)=[C:5]([CH3:11])[C:6]=1[C:7]([O:9][CH3:10])=[O:8].[CH3:21][N:22]1[CH2:27][CH2:26][NH:25][CH2:24][CH2:23]1.C([O-])([O-])=O.[Cs+].[Cs+].CC1(C)C2C(=C(P(C3C=CC=CC=3)C3C=CC=CC=3)C=CC=2)OC2C(P(C3C=CC=CC=3)C3C=CC=CC=3)=CC=CC1=2.